Dataset: Forward reaction prediction with 1.9M reactions from USPTO patents (1976-2016). Task: Predict the product of the given reaction. (1) Given the reactants [F:1][C:2]1[C:3]([C:21]2[N:25]([CH3:26])[C:24]3[CH:27]=[CH:28][CH:29]=[CH:30][C:23]=3[N:22]=2)=[CH:4][C:5]([N:8]2[CH2:13][CH2:12][N:11](C(OC(C)(C)C)=O)[CH2:10][CH2:9]2)=[N:6][CH:7]=1.Cl.O1CCOCC1.ClCCl.CO, predict the reaction product. The product is: [F:1][C:2]1[C:3]([C:21]2[N:25]([CH3:26])[C:24]3[CH:27]=[CH:28][CH:29]=[CH:30][C:23]=3[N:22]=2)=[CH:4][C:5]([N:8]2[CH2:9][CH2:10][NH:11][CH2:12][CH2:13]2)=[N:6][CH:7]=1. (2) Given the reactants FC(F)(F)C(O)=O.[NH:8]([C:12]1[CH:39]=[CH:38][C:15]([C:16]([O:18][C:19]2[CH:20]=[C:21]([C:25]3[CH2:29][C:28]([CH2:34][C:35]([OH:37])=[O:36])([CH2:30][C:31]([OH:33])=[O:32])[O:27][N:26]=3)[CH:22]=[CH:23][CH:24]=2)=[O:17])=[CH:14][CH:13]=1)[C:9]([NH2:11])=[NH:10].C([O-])(=O)C.[NH4+], predict the reaction product. The product is: [NH:8]([C:12]1[CH:13]=[CH:14][C:15]([C:16]([O:18][C:19]2[CH:20]=[C:21]([C:25]3[CH2:29][C:28]([CH2:34][C:35]([OH:37])=[O:36])([CH2:30][C:31]([OH:33])=[O:32])[O:27][N:26]=3)[CH:22]=[CH:23][CH:24]=2)=[O:17])=[CH:38][CH:39]=1)[C:9]([NH2:11])=[NH:10]. (3) Given the reactants [NH:1]1[CH:5]=[C:4]([C:6]2[C:7]([C:12]3[CH:17]=[CH:16][CH:15]=[CH:14][CH:13]=3)=[N:8][O:9][C:10]=2[CH3:11])[N:3]=[CH:2]1.[CH3:18][C:19]1[CH:24]=[CH:23][C:22](OB(C2C=CC=CC=2)O)=[CH:21][CH:20]=1, predict the reaction product. The product is: [CH3:11][C:10]1[O:9][N:8]=[C:7]([C:12]2[CH:13]=[CH:14][CH:15]=[CH:16][CH:17]=2)[C:6]=1[C:4]1[N:3]=[CH:2][N:1]([C:22]2[CH:23]=[CH:24][C:19]([CH3:18])=[CH:20][CH:21]=2)[CH:5]=1. (4) Given the reactants [NH2:1][C:2]1[N:3]([CH2:16][C:17]([CH3:20])([OH:19])[CH3:18])[C:4]2[C:13]3[CH:12]=[CH:11][CH:10]=[CH:9][C:8]=3[N:7]=[C:6]([NH2:14])[C:5]=2[N:15]=1, predict the reaction product. The product is: [NH2:1][C:2]1[N:3]([CH2:16][C:17]([CH3:20])([OH:19])[CH3:18])[C:4]2[C:13]3[CH2:12][CH2:11][CH2:10][CH2:9][C:8]=3[N:7]=[C:6]([NH2:14])[C:5]=2[N:15]=1. (5) The product is: [NH2:1][C:2]1[C:7]([C:8]#[N:9])=[C:6]([C:10]2[CH:11]=[CH:12][C:13]([O:16][CH2:17][C@@H:18]([O:20][Si:21]([C:24]([CH3:25])([CH3:26])[CH3:27])([CH3:22])[CH3:23])[CH3:19])=[CH:14][CH:15]=2)[C:5]([C:28]#[N:29])=[C:4]([S:30][CH2:32][C:33]2[N:34]=[C:35]([C:39]3[CH:44]=[CH:43][C:42]([F:45])=[CH:41][CH:40]=3)[O:36][C:37]=2[CH3:38])[N:3]=1. Given the reactants [NH2:1][C:2]1[C:7]([C:8]#[N:9])=[C:6]([C:10]2[CH:15]=[CH:14][C:13]([O:16][CH2:17][C@@H:18]([O:20][Si:21]([C:24]([CH3:27])([CH3:26])[CH3:25])([CH3:23])[CH3:22])[CH3:19])=[CH:12][CH:11]=2)[C:5]([C:28]#[N:29])=[C:4]([SH:30])[N:3]=1.Cl[CH2:32][C:33]1[N:34]=[C:35]([C:39]2[CH:44]=[CH:43][C:42]([F:45])=[CH:41][CH:40]=2)[O:36][C:37]=1[CH3:38].C(=O)(O)[O-].[Na+], predict the reaction product. (6) Given the reactants [CH3:1][O:2][C:3]1[CH:8]=[CH:7][CH:6]=[CH:5][C:4]=1[CH:9]=[CH:10][CH2:11][CH2:12][CH2:13][CH2:14][CH2:15][O:16][C:17]1[CH:22]=[CH:21][CH:20]=[CH:19][CH:18]=1, predict the reaction product. The product is: [CH3:1][O:2][C:3]1[CH:8]=[CH:7][CH:6]=[CH:5][C:4]=1[CH2:9][CH2:10][CH2:11][CH2:12][CH2:13][CH2:14][CH2:15][O:16][C:17]1[CH:18]=[CH:19][CH:20]=[CH:21][CH:22]=1.